This data is from Full USPTO retrosynthesis dataset with 1.9M reactions from patents (1976-2016). The task is: Predict the reactants needed to synthesize the given product. (1) The reactants are: [CH2:1]([N:3]([C:31](=O)[C:32]1[CH:37]=[CH:36][C:35]([OH:38])=[C:34]([F:39])[CH:33]=1)[C:4]1[CH:9]=[C:8]([O:10][CH3:11])[C:7]([O:12][CH3:13])=[CH:6][C:5]=1[CH:14]1[CH2:23][CH2:22][C:21]2[CH:20]=[C:19]([O:24]C(=O)C(C)(C)C)[CH:18]=[CH:17][C:16]=2[CH2:15]1)[CH3:2].Cl[CH2:42][C:43]([N:45]1[CH2:50][CH2:49][CH2:48][CH2:47][CH2:46]1)=O. Given the product [CH2:1]([N:3]([CH2:31][C:32]1[CH:37]=[CH:36][C:35]([O:38][CH2:42][CH2:43][N:45]2[CH2:50][CH2:49][CH2:48][CH2:47][CH2:46]2)=[C:34]([F:39])[CH:33]=1)[C:4]1[CH:9]=[C:8]([O:10][CH3:11])[C:7]([O:12][CH3:13])=[CH:6][C:5]=1[CH:14]1[CH2:15][CH2:16][C:21]2[CH:20]=[C:19]([OH:24])[CH:18]=[CH:17][C:22]=2[CH2:23]1)[CH3:2], predict the reactants needed to synthesize it. (2) The reactants are: C(O[C@@H:5]1[O:22][C@H:21]([CH2:23][O:24][C:25](=[O:27])[CH3:26])[C@@H:16]([O:17][C:18](=[O:20])[CH3:19])[C@H:11]([O:12][C:13](=[O:15])[CH3:14])[C@H:6]1[O:7][C:8](=[O:10])[CH3:9])(=O)C.[CH3:28][C:29]([CH2:35][CH2:36][CH2:37][CH:38]([CH3:45])[CH2:39][CH2:40][CH2:41][CH:42]([CH3:44])[CH3:43])=[CH:30][CH2:31][CH2:32][CH2:33][OH:34].C(N(CC)CC)C. Given the product [C:8]([O:7][C@@H:6]1[C@@H:11]([O:12][C:13](=[O:15])[CH3:14])[C@H:16]([O:17][C:18](=[O:20])[CH3:19])[C@@H:21]([CH2:23][O:24][C:25](=[O:27])[CH3:26])[O:22][CH:5]1[O:34][CH2:33][CH2:32][CH2:31][CH:30]=[C:29]([CH3:28])[CH2:35][CH2:36][CH2:37][CH:38]([CH3:45])[CH2:39][CH2:40][CH2:41][CH:42]([CH3:44])[CH3:43])(=[O:10])[CH3:9], predict the reactants needed to synthesize it. (3) Given the product [Cl:14][C:15]1[CH:16]=[C:17]([CH:21]=[CH:22][C:23]=1[F:24])[C:18]([N:10]=[C:8]1[N:7]([CH:26]([CH2:31][CH3:32])[C:27]([OH:29])=[O:28])[C:6]2[CH:11]=[C:2]([F:1])[C:3]([F:13])=[C:4]([F:12])[C:5]=2[S:9]1)=[O:19], predict the reactants needed to synthesize it. The reactants are: [F:1][C:2]1[C:3]([F:13])=[C:4]([F:12])[C:5]2[S:9][C:8]([NH2:10])=[N:7][C:6]=2[CH:11]=1.[Cl:14][C:15]1[CH:16]=[C:17]([CH:21]=[CH:22][C:23]=1[F:24])[C:18](Cl)=[O:19].Br[CH:26]([CH2:31][CH3:32])[C:27]([O:29]C)=[O:28].COC1C=CC2N=C(N)SC=2C=1.ClC1C=C(C=CC=1)C(Cl)=O.BrCC(OCC)=O. (4) Given the product [F:27][C:26]([F:29])([F:28])[C:24]([OH:30])=[O:25].[NH2:8][C@@H:9]([CH2:16][CH2:17][C:18]1[CH:19]=[CH:20][CH:21]=[CH:22][CH:23]=1)/[CH:10]=[CH:11]/[C:12]([O:14][CH3:15])=[O:13], predict the reactants needed to synthesize it. The reactants are: CC(OC([NH:8][C@@H:9]([CH2:16][CH2:17][C:18]1[CH:23]=[CH:22][CH:21]=[CH:20][CH:19]=1)/[CH:10]=[CH:11]/[C:12]([O:14][CH3:15])=[O:13])=O)(C)C.[C:24]([OH:30])([C:26]([F:29])([F:28])[F:27])=[O:25]. (5) Given the product [CH3:38][CH:37]([CH2:36][N:35]([S:32]([C:29]1[CH:30]=[CH:31][C:26]([NH2:25])=[CH:27][CH:28]=1)(=[O:34])=[O:33])[CH2:40][C@@H:41]([OH:51])[C@@H:42]([NH:50][C:54]([O:57][C@@H:21]1[C@@H:22]2[CH2:23][CH2:24][O:10][C@@H:1]2[O:18][CH2:20]1)=[O:56])[CH2:43][C:44]1[CH:45]=[CH:46][CH:47]=[CH:48][CH:49]=1)[CH3:39], predict the reactants needed to synthesize it. The reactants are: [C:1](=[O:18])([O:10]N1C(=O)CCC1=O)ON1C(=O)CCC1=O.N1[CH:24]=[CH:23][CH:22]=[CH:21][CH:20]=1.[NH2:25][C:26]1[CH:31]=[CH:30][C:29]([S:32]([N:35]([CH2:40][C@@H:41]([OH:51])[C@@H:42]([NH2:50])[CH2:43][C:44]2[CH:49]=[CH:48][CH:47]=[CH:46][CH:45]=2)[CH2:36][CH:37]([CH3:39])[CH3:38])(=[O:34])=[O:33])=[CH:28][CH:27]=1.CN.[C:54]([O:57]CC)(=[O:56])C. (6) Given the product [Cl:18][C:19]1[S:23][C:22]([S:24]([NH:2][C@@H:3]2[CH2:8][CH2:7][CH2:6][CH2:5][C@H:4]2[CH2:9][OH:10])(=[O:26])=[O:25])=[CH:21][CH:20]=1, predict the reactants needed to synthesize it. The reactants are: Cl.[NH2:2][C@@H:3]1[CH2:8][CH2:7][CH2:6][CH2:5][C@H:4]1[CH2:9][OH:10].C(N(CC)CC)C.[Cl:18][C:19]1[S:23][C:22]([S:24](Cl)(=[O:26])=[O:25])=[CH:21][CH:20]=1. (7) Given the product [CH:23]1([C:19]2[CH:20]=[C:21]([CH3:22])[C:16]([N:13]3[CH2:14][CH2:15][N:10]([C:8]([C:5]4[CH:6]=[CH:7][C:2]([N:30]5[CH:31]([CH3:34])[C:32](=[O:33])[N:28]([CH3:27])[C:29]5=[O:35])=[CH:3][C:4]=4[F:26])=[O:9])[CH2:11][CH2:12]3)=[N:17][CH:18]=2)[CH2:25][CH2:24]1, predict the reactants needed to synthesize it. The reactants are: Br[C:2]1[CH:7]=[CH:6][C:5]([C:8]([N:10]2[CH2:15][CH2:14][N:13]([C:16]3[C:21]([CH3:22])=[CH:20][C:19]([CH:23]4[CH2:25][CH2:24]4)=[CH:18][N:17]=3)[CH2:12][CH2:11]2)=[O:9])=[C:4]([F:26])[CH:3]=1.[CH3:27][N:28]1[C:32](=[O:33])[CH:31]([CH3:34])[NH:30][C:29]1=[O:35].